From a dataset of NCI-60 drug combinations with 297,098 pairs across 59 cell lines. Regression. Given two drug SMILES strings and cell line genomic features, predict the synergy score measuring deviation from expected non-interaction effect. (1) Drug 1: CC1=C(C=C(C=C1)C(=O)NC2=CC(=CC(=C2)C(F)(F)F)N3C=C(N=C3)C)NC4=NC=CC(=N4)C5=CN=CC=C5. Drug 2: C1=NC(=NC(=O)N1C2C(C(C(O2)CO)O)O)N. Cell line: SF-268. Synergy scores: CSS=7.86, Synergy_ZIP=0.394, Synergy_Bliss=1.65, Synergy_Loewe=-11.8, Synergy_HSA=-10.1. (2) Drug 1: CC(C1=C(C=CC(=C1Cl)F)Cl)OC2=C(N=CC(=C2)C3=CN(N=C3)C4CCNCC4)N. Drug 2: CC1=C2C(C(=O)C3(C(CC4C(C3C(C(C2(C)C)(CC1OC(=O)C(C(C5=CC=CC=C5)NC(=O)OC(C)(C)C)O)O)OC(=O)C6=CC=CC=C6)(CO4)OC(=O)C)OC)C)OC. Cell line: NCI-H460. Synergy scores: CSS=46.5, Synergy_ZIP=1.83, Synergy_Bliss=-0.845, Synergy_Loewe=-14.0, Synergy_HSA=-0.0150.